The task is: Regression. Given two drug SMILES strings and cell line genomic features, predict the synergy score measuring deviation from expected non-interaction effect.. This data is from NCI-60 drug combinations with 297,098 pairs across 59 cell lines. Drug 1: C1=NC2=C(N1)C(=S)N=CN2. Drug 2: C1=NNC2=C1C(=O)NC=N2. Cell line: OVCAR-5. Synergy scores: CSS=31.6, Synergy_ZIP=-2.37, Synergy_Bliss=2.63, Synergy_Loewe=2.59, Synergy_HSA=2.84.